Dataset: Orexin1 receptor HTS with 218,158 compounds and 233 confirmed actives. Task: Binary Classification. Given a drug SMILES string, predict its activity (active/inactive) in a high-throughput screening assay against a specified biological target. (1) The compound is S(c1n(c2ncccc2n1)C)CC(=O)Nc1c(OC)ccc(OC)c1. The result is 0 (inactive). (2) The compound is Fc1c(C2=NOC(C2)C(=O)NCc2c(OC)cccc2)cccc1. The result is 0 (inactive).